Predict which catalyst facilitates the given reaction. From a dataset of Catalyst prediction with 721,799 reactions and 888 catalyst types from USPTO. (1) Reactant: [CH:1](NC(C)C)([CH3:3])[CH3:2].C([Li])CCC.[C:13]([N:16]1[CH2:25][CH2:24][C:23]2[C:18](=[CH:19][C:20]([O:28][CH3:29])=[C:21]([O:26][CH3:27])[CH:22]=2)[C:17]21[CH2:34][CH2:33][CH:32]([C:35]([OH:37])=[O:36])[CH2:31][CH:30]2[CH:38]1[C:47]2[C:42](=[CH:43][C:44]([O:50][CH3:51])=[C:45]([O:48][CH3:49])[CH:46]=2)[CH2:41][CH2:40][N:39]1[CH2:52][CH3:53])(=[O:15])[CH3:14].C(Br)C=C.Cl. Product: [C:13]([N:16]1[CH2:25][CH2:24][C:23]2[C:18](=[CH:19][C:20]([O:28][CH3:29])=[C:21]([O:26][CH3:27])[CH:22]=2)[C:17]21[CH2:34][CH2:33][CH:32]([C:35]([OH:37])=[O:36])[CH2:31][CH:30]2[CH:38]1[C:47]2[C:42](=[CH:43][C:44]([O:50][CH3:51])=[C:45]([O:48][CH3:49])[CH:46]=2)[CH2:41][CH2:40][N:39]1[CH2:52][CH3:53])(=[O:15])[CH2:14][CH2:3][CH:1]=[CH2:2]. The catalyst class is: 188. (2) Reactant: [O:1]1[CH:6]=[CH:5][CH2:4][CH2:3][CH2:2]1.[CH:7]1([OH:14])[CH2:12][CH2:11][CH:10]([OH:13])[CH2:9][CH2:8]1. Product: [O:1]1[CH2:2][CH2:3][CH2:4][CH2:5][CH:6]1[O:13][CH:10]1[CH2:11][CH2:12][CH:7]([OH:14])[CH2:8][CH2:9]1. The catalyst class is: 11. (3) The catalyst class is: 9. Product: [I:1][C:2]1[CH:7]=[CH:6][CH:5]=[C:4]([O:8][CH2:16][CH2:17][O:18][CH3:19])[CH:3]=1. Reactant: [I:1][C:2]1[CH:3]=[C:4]([OH:8])[CH:5]=[CH:6][CH:7]=1.C(=O)([O-])[O-].[K+].[K+].Br[CH2:16][CH2:17][O:18][CH3:19]. (4) Reactant: Cl.[Cl:2][C:3]1[CH:4]=[N+:5]([O-:35])[CH:6]=[C:7]([Cl:34])[C:8]=1[CH2:9][C@@H:10]([C:19]1[CH:24]=[CH:23][C:22]([O:25][CH:26]([F:28])[F:27])=[C:21]([O:29][CH2:30][CH:31]2[CH2:33][CH2:32]2)[CH:20]=1)[O:11][C:12]([C@H:14]1[NH:18][CH2:17][CH2:16][S:15]1)=[O:13].[CH3:36][N:37]([CH3:50])[C:38]([C:40]1[CH:41]=[C:42]([S:46](Cl)(=[O:48])=[O:47])[CH:43]=[CH:44][CH:45]=1)=[O:39]. Product: [Cl:2][C:3]1[CH:4]=[N+:5]([O-:35])[CH:6]=[C:7]([Cl:34])[C:8]=1[CH2:9][C@@H:10]([C:19]1[CH:24]=[CH:23][C:22]([O:25][CH:26]([F:28])[F:27])=[C:21]([O:29][CH2:30][CH:31]2[CH2:33][CH2:32]2)[CH:20]=1)[O:11][C:12]([C@H:14]1[N:18]([S:46]([C:42]2[CH:43]=[CH:44][CH:45]=[C:40]([C:38](=[O:39])[N:37]([CH3:36])[CH3:50])[CH:41]=2)(=[O:48])=[O:47])[CH2:17][CH2:16][S:15]1)=[O:13]. The catalyst class is: 33. (5) Reactant: C([O:8][C:9]1[CH:10]=[CH:11][C:12]2[N:16]=[CH:15][N:14]([C:17]3[S:18][C:19]([C:29]([NH2:31])=[O:30])=[C:20]([C:22]4[CH:27]=[CH:26][CH:25]=[C:24]([Cl:28])[CH:23]=4)[N:21]=3)[C:13]=2[CH:32]=1)C1C=CC=CC=1.ClCCl. Product: [Cl:28][C:24]1[CH:23]=[C:22]([C:20]2[N:21]=[C:17]([N:14]3[C:13]4[CH:32]=[C:9]([OH:8])[CH:10]=[CH:11][C:12]=4[N:16]=[CH:15]3)[S:18][C:19]=2[C:29]([NH2:31])=[O:30])[CH:27]=[CH:26][CH:25]=1. The catalyst class is: 6. (6) Reactant: [Cl:1][C:2]1[C:3]([C:20]2[CH:25]=[CH:24][C:23]([C:26]3[CH:31]=[CH:30][CH:29]=[CH:28][C:27]=3[OH:32])=[CH:22][CH:21]=2)=[CH:4][C:5]2[N:9]=[C:8]([S:10][CH2:11][C:12]([O:14]C(C)(C)C)=[O:13])[NH:7][C:6]=2[CH:19]=1. Product: [Cl:1][C:2]1[C:3]([C:20]2[CH:21]=[CH:22][C:23]([C:26]3[CH:31]=[CH:30][CH:29]=[CH:28][C:27]=3[OH:32])=[CH:24][CH:25]=2)=[CH:4][C:5]2[N:9]=[C:8]([S:10][CH2:11][C:12]([OH:14])=[O:13])[NH:7][C:6]=2[CH:19]=1. The catalyst class is: 484. (7) Reactant: [CH3:1][N:2]([CH3:23])[C:3]([C:5]1[C:10](=[O:11])[N:9]([C:12]2[CH:17]=[CH:16][CH:15]=[C:14]([C:18]([F:21])([F:20])[F:19])[CH:13]=2)[C:8]([CH3:22])=[CH:7][N:6]=1)=[O:4].[Br:24]N1C(=O)CCC1=O. Product: [Br:24][C:7]1[N:6]=[C:5]([C:3]([N:2]([CH3:23])[CH3:1])=[O:4])[C:10](=[O:11])[N:9]([C:12]2[CH:17]=[CH:16][CH:15]=[C:14]([C:18]([F:21])([F:19])[F:20])[CH:13]=2)[C:8]=1[CH3:22]. The catalyst class is: 3.